From a dataset of Forward reaction prediction with 1.9M reactions from USPTO patents (1976-2016). Predict the product of the given reaction. The product is: [CH3:25][O:24][C:20]1[CH:19]=[C:18]([C:13]2[CH:12]=[C:7]3[C:8]4[C:3]([CH2:4][CH2:5][N:6]3[C:16](=[O:17])[CH2:15][N:14]=2)=[C:2]([N:26]2[CH2:31][CH2:30][O:29][CH2:28][CH2:27]2)[CH:11]=[CH:10][CH:9]=4)[CH:23]=[CH:22][CH:21]=1. Given the reactants I[C:2]1[CH:11]=[CH:10][CH:9]=[C:8]2[C:3]=1[CH2:4][CH2:5][N:6]1[C:16](=[O:17])[CH2:15][N:14]=[C:13]([C:18]3[CH:23]=[CH:22][CH:21]=[C:20]([O:24][CH3:25])[CH:19]=3)[CH:12]=[C:7]12.[NH:26]1[CH2:31][CH2:30][O:29][CH2:28][CH2:27]1.C([O-])([O-])=O.[Cs+].[Cs+], predict the reaction product.